Dataset: Cav3 T-type calcium channel HTS with 100,875 compounds. Task: Binary Classification. Given a drug SMILES string, predict its activity (active/inactive) in a high-throughput screening assay against a specified biological target. (1) The compound is O(Cc1ccc(cc1)C(O)=O)c1cc(ccc1)CO. The result is 0 (inactive). (2) The result is 0 (inactive). The molecule is O=C1N(CCC1)CN(c1ccccc1)C(=O)c1ccc(OCC)cc1.